Dataset: Forward reaction prediction with 1.9M reactions from USPTO patents (1976-2016). Task: Predict the product of the given reaction. (1) Given the reactants C[O:2][C:3](=O)[CH2:4][C:5]1[CH:10]=[CH:9][C:8]([O:11][CH3:12])=[CH:7][CH:6]=1.[H-].C([Al+]CC(C)C)C(C)C, predict the reaction product. The product is: [CH3:12][O:11][C:8]1[CH:9]=[CH:10][C:5]([CH2:4][CH:3]=[O:2])=[CH:6][CH:7]=1. (2) Given the reactants [Cl:1][C:2]1[C:3]2[CH:10]=[CH:9][NH:8][C:4]=2[N:5]=[CH:6][N:7]=1.[CH3:11][Si:12]([CH2:15][CH2:16][O:17][CH2:18]Cl)([CH3:14])[CH3:13].[H-].[Na+], predict the reaction product. The product is: [Cl:1][C:2]1[C:3]2[CH:10]=[CH:9][N:8]([CH2:18][O:17][CH2:16][CH2:15][Si:12]([CH3:14])([CH3:13])[CH3:11])[C:4]=2[N:5]=[CH:6][N:7]=1. (3) Given the reactants [Br:1][C:2]1[CH:9]=[C:8]([CH3:10])[C:7]([C:11]([F:14])([F:13])[F:12])=[CH:6][C:3]=1[CH:4]=O.Cl.[O:16]=[C:17]1[N:21]([C:22]2[CH:31]=[CH:30][C:25]([C:26]([O:28][CH3:29])=[O:27])=[CH:24][CH:23]=2)[CH2:20][C:19]2([CH2:36][CH2:35][NH:34][CH2:33][CH2:32]2)[O:18]1.CCN(C(C)C)C(C)C.C(O)(=O)C.C(O[BH-](OC(=O)C)OC(=O)C)(=O)C.[Na+], predict the reaction product. The product is: [CH3:10][C:8]1[C:7]([C:11]([F:14])([F:13])[F:12])=[CH:6][C:3]([CH2:4][N:34]2[CH2:35][CH2:36][C:19]3([O:18][C:17](=[O:16])[N:21]([C:22]4[CH:23]=[CH:24][C:25]([C:26]([O:28][CH3:29])=[O:27])=[CH:30][CH:31]=4)[CH2:20]3)[CH2:32][CH2:33]2)=[C:2]([Br:1])[CH:9]=1. (4) The product is: [Cl:1][C:2]1[CH:11]=[CH:10][C:9]([O:12][CH2:20][CH:21]([F:23])[F:22])=[CH:8][C:3]=1[C:4]([O:6][CH3:7])=[O:5]. Given the reactants [Cl:1][C:2]1[CH:11]=[CH:10][C:9]([OH:12])=[CH:8][C:3]=1[C:4]([O:6][CH3:7])=[O:5].C(=O)([O-])[O-].[K+].[K+].I[CH2:20][CH:21]([F:23])[F:22], predict the reaction product. (5) Given the reactants [Cl:1][C:2]([F:32])([O:21][C:22]([F:31])([F:30])[C:23]([F:29])([F:28])[C:24]([F:27])([F:26])[F:25])[C:3]([F:20])([F:19])[O:4][C:5]1[CH:14]=[C:13]([C:15]([O:17]C)=[O:16])[CH:12]=[CH:11][C:6]=1[C:7]([O:9]C)=[O:8].[OH-].[K+].Cl, predict the reaction product. The product is: [Cl:1][C:2]([F:32])([O:21][C:22]([F:30])([F:31])[C:23]([F:29])([F:28])[C:24]([F:27])([F:26])[F:25])[C:3]([F:19])([F:20])[O:4][C:5]1[CH:14]=[C:13]([C:15]([OH:17])=[O:16])[CH:12]=[CH:11][C:6]=1[C:7]([OH:9])=[O:8]. (6) Given the reactants [Br:1][C:2]1[CH:7]=[CH:6][C:5]([N+:8]([O-:10])=[O:9])=[C:4]([O:11][CH2:12][C:13]([CH3:15])=C)[CH:3]=1.[O:16]=[O+][O-].CSC, predict the reaction product. The product is: [Br:1][C:2]1[CH:7]=[CH:6][C:5]([N+:8]([O-:10])=[O:9])=[C:4]([CH:3]=1)[O:11][CH2:12][C:13](=[O:16])[CH3:15].